This data is from Catalyst prediction with 721,799 reactions and 888 catalyst types from USPTO. The task is: Predict which catalyst facilitates the given reaction. (1) Reactant: COC(=O)C[NH:5][C:6](=[O:37])[C:7]1[CH:12]=[C:11]([Cl:13])[C:10]([O:14][C:15]2[CH:20]=[CH:19][N:18]=[CH:17][C:16]=2[C:21]([N:23]2[C:32]3[C:27](=[CH:28][CH:29]=[CH:30][CH:31]=3)[N:26]([CH:33]3[CH2:35][CH2:34]3)[CH2:25][CH2:24]2)=[O:22])=[CH:9][C:8]=1[Cl:36].[Cl-].[NH4+].ON1C2C=CC=CC=2N=N1.C(N(CC)C(C)C)(C)C.Cl.CN(C)CCCN=C=NCC. Product: [Cl:36][C:8]1[CH:9]=[C:10]([O:14][C:15]2[CH:20]=[CH:19][N:18]=[CH:17][C:16]=2[C:21]([N:23]2[C:32]3[C:27](=[CH:28][CH:29]=[CH:30][CH:31]=3)[N:26]([CH:33]3[CH2:34][CH2:35]3)[CH2:25][CH2:24]2)=[O:22])[C:11]([Cl:13])=[CH:12][C:7]=1[C:6]([NH2:5])=[O:37]. The catalyst class is: 9. (2) Reactant: CS(O)(=O)=O.C1(O)C=CC=CC=1.[O:13]=[C:14]1[NH:18][C@H:17]([C:19]([NH:21][C@H:22]([C:29]([NH:31][C@H:32]([C:43]([NH:45][C@H:46]([C:49]([NH:51][C@H:52]([C:61]([NH:63][C@@H:64]([C:69]([NH:71][C@H:72]([C:77]([NH:79][C@H:80]([C:99]([N:101]2[CH2:110][CH2:109][CH2:108][C@H:102]2[C:103]([NH:105][CH2:106][CH3:107])=[O:104])=[O:100])[CH2:81][CH2:82][CH2:83][NH:84][C:85](=[NH:98])[NH:86]S(C2C=CC(OC)=CC=2)(=O)=O)=[O:78])[CH2:73][CH:74]([CH3:76])[CH3:75])=[O:70])[CH2:65][CH:66]([CH3:68])[CH3:67])=[O:62])[CH2:53][C:54]2[CH:59]=[CH:58][C:57]([OH:60])=[CH:56][CH:55]=2)=[O:50])[CH2:47][OH:48])=[O:44])[CH2:33][C:34]2[C:42]3[C:37](=[CH:38][CH:39]=[CH:40][CH:41]=3)[NH:36][CH:35]=2)=[O:30])[CH2:23][C:24]2[N:28]=[CH:27][NH:26][CH:25]=2)=[O:20])[CH2:16][CH2:15]1.C(=O)([O-])[O-].[K+].[K+]. Product: [CH3:107][CH2:106][NH:105][C:103]([C@H:102]1[N:101]([C:99]([C@@H:80]([NH:79][C:77]([C@@H:72]([NH:71][C:69]([C@H:64]([NH:63][C:61]([C@@H:52]([NH:51][C:49]([C@@H:46]([NH:45][C:43]([C@@H:32]([NH:31][C:29]([C@@H:22]([NH:21][C:19]([C@H:17]2[NH:18][C:14](=[O:13])[CH2:15][CH2:16]2)=[O:20])[CH2:23][C:24]2[N:28]=[CH:27][NH:26][CH:25]=2)=[O:30])[CH2:33][C:34]2[C:42]3[CH:41]=[CH:40][CH:39]=[CH:38][C:37]=3[NH:36][CH:35]=2)=[O:44])[CH2:47][OH:48])=[O:50])[CH2:53][C:54]2[CH:55]=[CH:56][C:57]([OH:60])=[CH:58][CH:59]=2)=[O:62])[CH2:65][CH:66]([CH3:68])[CH3:67])=[O:70])[CH2:73][CH:74]([CH3:76])[CH3:75])=[O:78])[CH2:81][CH2:82][CH2:83][NH:84][C:85]([NH2:98])=[NH:86])=[O:100])[CH2:110][CH2:109][CH2:108]1)=[O:104]. The catalyst class is: 69. (3) Reactant: [Br:1][C:2]1[CH:6]=[C:5]([C:7]([OH:9])=O)[N:4]([C:10]2[C:15]([Cl:16])=[CH:14][CH:13]=[CH:12][N:11]=2)[N:3]=1.[Cl:17][C:18]1[CH:19]=[C:20]2[C:24](=[C:25]([CH3:27])[CH:26]=1)[NH:23][C:22](=[O:28])[C:21]2=[O:29].N1C=CC=C(C)C=1.CS(Cl)(=O)=[O:39]. Product: [N:23]1[CH:22]=[CH:21][CH:27]=[C:25]([CH3:26])[CH:24]=1.[Br:1][C:2]1[CH:6]=[C:5]([C:7]([NH:23][C:24]2[C:25]([CH3:27])=[CH:26][C:18]([Cl:17])=[CH:19][C:20]=2[C:21](=[O:29])[C:22]([OH:39])=[O:28])=[O:9])[N:4]([C:10]2[C:15]([Cl:16])=[CH:14][CH:13]=[CH:12][N:11]=2)[N:3]=1. The catalyst class is: 47. (4) Reactant: [CH3:1][O:2][C:3]1[CH:4]=[C:5]([CH:11]=[CH:12][C:13]=1[O:14][CH2:15][C@@H:16]1[CH2:20][CH2:19][CH2:18][N:17]1C(OC(C)(C)C)=O)[C:6]([O:8][CH2:9][CH3:10])=[O:7]. Product: [CH3:1][O:2][C:3]1[CH:4]=[C:5]([CH:11]=[CH:12][C:13]=1[O:14][CH2:15][C@@H:16]1[CH2:20][CH2:19][CH2:18][NH:17]1)[C:6]([O:8][CH2:9][CH3:10])=[O:7]. The catalyst class is: 157. (5) Reactant: C(OC([NH:8][C@@H:9]1[C:23](=[O:24])[N:22]2[CH2:25][C@H:26]([O:28][C:29]3[C:30]4[S:43][CH:42]=[CH:41][C:31]=4[N:32]=[C:33]([C:35]4[CH:40]=[CH:39][CH:38]=[CH:37][N:36]=4)[N:34]=3)[CH2:27][C@H:21]2[C:20](=[O:44])[NH:19][C@:18]2([C:46]([O:48][CH3:49])=[O:47])[CH2:45][C@H:17]2[CH:16]=[CH:15][CH2:14][CH2:13][CH2:12][CH2:11][CH2:10]1)=O)(C)(C)C.FC(F)(F)C(O)=O. Product: [NH2:8][C@@H:9]1[C:23](=[O:24])[N:22]2[CH2:25][C@H:26]([O:28][C:29]3[C:30]4[S:43][CH:42]=[CH:41][C:31]=4[N:32]=[C:33]([C:35]4[CH:40]=[CH:39][CH:38]=[CH:37][N:36]=4)[N:34]=3)[CH2:27][C@H:21]2[C:20](=[O:44])[NH:19][C@:18]2([C:46]([O:48][CH3:49])=[O:47])[CH2:45][C@H:17]2[CH:16]=[CH:15][CH2:14][CH2:13][CH2:12][CH2:11][CH2:10]1. The catalyst class is: 4. (6) Reactant: C1([Li])C=CC=CC=1.[Cl-].COC[P+](C1C=CC=CC=1)(C1C=CC=CC=1)C1C=CC=CC=1.[F:31][C:32]1[C:37]([F:38])=[C:36]([F:39])[CH:35]=[C:34]([C:40]2[CH:45]=[CH:44][C:43]([CH:46]3[CH2:51][CH2:50][CH:49]([CH2:52][CH2:53][CH3:54])[CH2:48][CH2:47]3)=[CH:42][CH:41]=2)[C:33]=1C=O.C1CCCCC1.[CH2:63]([O:65][CH2:66][CH3:67])C. Product: [F:31][C:32]1[C:33]([CH:67]=[CH:66][O:65][CH3:63])=[C:34]([C:40]2[CH:45]=[CH:44][C:43]([CH:46]3[CH2:51][CH2:50][CH:49]([CH2:52][CH2:53][CH3:54])[CH2:48][CH2:47]3)=[CH:42][CH:41]=2)[CH:35]=[C:36]([F:39])[C:37]=1[F:38]. The catalyst class is: 27.